This data is from Catalyst prediction with 721,799 reactions and 888 catalyst types from USPTO. The task is: Predict which catalyst facilitates the given reaction. (1) Reactant: [CH3:1][C:2]1([C:8]([NH:10][C:11]2[C:20]3[C:15](=[CH:16][CH:17]=[CH:18][CH:19]=3)[CH:14]=[CH:13][C:12]=2[S:21]C(C2(C)CCCCC2)=O)=[O:9])[CH2:7][CH2:6][CH2:5][CH2:4][CH2:3]1.[OH-].[K+].O. Product: [SH:21][C:12]1[CH:13]=[CH:14][C:15]2[C:20](=[CH:19][CH:18]=[CH:17][CH:16]=2)[C:11]=1[NH:10][C:8]([C:2]1([CH3:1])[CH2:3][CH2:4][CH2:5][CH2:6][CH2:7]1)=[O:9]. The catalyst class is: 111. (2) Product: [O:20]1[CH:21]=[CH:22][CH:23]=[C:19]1[C:17]([C:15]1[CH:14]=[C:6]([C:7]([N:9]([CH3:13])[CH2:10][CH2:11][CH3:12])=[O:8])[CH:5]=[C:4]([CH:16]=1)[C:3]([OH:24])=[O:2])=[O:18]. Reactant: C[O:2][C:3](=[O:24])[C:4]1[CH:16]=[C:15]([C:17]([C:19]2[O:20][CH:21]=[CH:22][CH:23]=2)=[O:18])[CH:14]=[C:6]([C:7]([N:9]([CH3:13])[CH2:10][CH2:11][CH3:12])=[O:8])[CH:5]=1.[OH-].[Na+].Cl. The catalyst class is: 5. (3) Reactant: [CH3:1][NH2:2].[C:3]([C:5]1[N:10]=[CH:9][C:8]([S:11](Cl)(=[O:13])=[O:12])=[CH:7][CH:6]=1)#[N:4]. Product: [C:3]([C:5]1[N:10]=[CH:9][C:8]([S:11]([NH:2][CH3:1])(=[O:13])=[O:12])=[CH:7][CH:6]=1)#[N:4]. The catalyst class is: 166. (4) Reactant: [CH3:1][C:2]1[N:6]([CH3:7])[C:5]([C:8]2[CH:9]=[C:10]([NH2:14])[CH:11]=[CH:12][CH:13]=2)=[CH:4][N:3]=1.[CH2:15]([C:22]1[N:23]=[N:24][C:25](Cl)=[CH:26][CH:27]=1)[C:16]1[CH:21]=[CH:20][CH:19]=[CH:18][CH:17]=1.C(=O)([O-])[O-].[K+].[K+]. Product: [CH2:15]([C:22]1[N:23]=[N:24][C:25]([NH:14][C:10]2[CH:11]=[CH:12][CH:13]=[C:8]([C:5]3[N:6]([CH3:7])[C:2]([CH3:1])=[N:3][CH:4]=3)[CH:9]=2)=[CH:26][CH:27]=1)[C:16]1[CH:21]=[CH:20][CH:19]=[CH:18][CH:17]=1. The catalyst class is: 13. (5) Reactant: [CH:1]([C@H:4]1[CH2:8][N:7]([CH2:9][CH:10]2[CH2:15][CH2:14][N:13](C(OC(C)(C)C)=O)[CH2:12][CH2:11]2)[C:6](=[O:23])[N:5]1[C:24]1[CH:29]=[CH:28][N:27]2[N:30]=[CH:31][C:32]([C:33]3[CH:38]=[CH:37][C:36]([C:39]4[N:43]=[CH:42][N:41](COCC[Si](C)(C)C)[N:40]=4)=[CH:35][CH:34]=3)=[C:26]2[N:25]=1)([CH3:3])[CH3:2].CCO.C([O-])(O)=O.[Na+].[ClH:60]. Product: [ClH:60].[NH:41]1[CH:42]=[N:43][C:39]([C:36]2[CH:35]=[CH:34][C:33]([C:32]3[CH:31]=[N:30][N:27]4[CH:28]=[CH:29][C:24]([N:5]5[C@@H:4]([CH:1]([CH3:3])[CH3:2])[CH2:8][N:7]([CH2:9][CH:10]6[CH2:15][CH2:14][NH:13][CH2:12][CH2:11]6)[C:6]5=[O:23])=[N:25][C:26]=34)=[CH:38][CH:37]=2)=[N:40]1. The catalyst class is: 28.